From a dataset of Full USPTO retrosynthesis dataset with 1.9M reactions from patents (1976-2016). Predict the reactants needed to synthesize the given product. (1) Given the product [CH3:28][N:11]1[C:10]2[S:9][C:8]([C:29]3[CH:34]=[CH:33][CH:32]=[C:31]([O:35][C:36]([F:37])([F:38])[F:39])[CH:30]=3)=[C:7]([C:2](=[O:1])[CH2:3][CH:4]([CH3:5])[CH3:6])[C:15]=2[C:14](=[O:16])[N:13]([CH2:17][CH2:18][CH2:19][O:20][CH:21]2[CH2:26][CH2:25][CH2:24][CH2:23][O:22]2)[C:12]1=[O:27], predict the reactants needed to synthesize it. The reactants are: [OH:1][CH:2]([C:7]1[C:15]2[C:14](=[O:16])[N:13]([CH2:17][CH2:18][CH2:19][O:20][CH:21]3[CH2:26][CH2:25][CH2:24][CH2:23][O:22]3)[C:12](=[O:27])[N:11]([CH3:28])[C:10]=2[S:9][C:8]=1[C:29]1[CH:34]=[CH:33][CH:32]=[C:31]([O:35][C:36]([F:39])([F:38])[F:37])[CH:30]=1)[CH2:3][CH:4]([CH3:6])[CH3:5].I(C1C=CC=CC=1C(O)=O)(=O)=O. (2) Given the product [F:24][C:2]([F:1])([F:25])[S:3]([NH:6][C:7]1[CH:8]=[C:9]([CH:14]=[CH:15][CH:16]=1)[C:10]([OH:12])=[O:11])(=[O:4])=[O:5], predict the reactants needed to synthesize it. The reactants are: [F:1][C:2]([F:25])([F:24])[S:3]([N:6](S(C(F)(F)F)(=O)=O)[C:7]1[CH:8]=[C:9]([CH:14]=[CH:15][CH:16]=1)[C:10]([O:12]C)=[O:11])(=[O:5])=[O:4].[OH-].[Na+].CO.O. (3) Given the product [ClH:34].[N:56]12[CH2:57][CH2:58][CH:59]([CH2:60][CH2:61]1)[C@@H:54]([NH:53][C:51]([C:48]1[S:49][C:50]3[C:42]([C:38]4[CH:39]=[CH:40][CH:41]=[C:36]([NH:35][C:65](=[O:66])[CH2:64][O:63][CH3:62])[CH:37]=4)=[CH:43][CH:44]=[CH:45][C:46]=3[CH:47]=1)=[O:52])[CH2:55]2, predict the reactants needed to synthesize it. The reactants are: CN(C(ON1N=NC2C=CC=NC1=2)=[N+](C)C)C.F[P-](F)(F)(F)(F)F.C(N(CC)C(C)C)(C)C.[ClH:34].[NH2:35][C:36]1[CH:37]=[C:38]([C:42]2[C:50]3[S:49][C:48]([C:51]([NH:53][C@@H:54]4[CH:59]5[CH2:60][CH2:61][N:56]([CH2:57][CH2:58]5)[CH2:55]4)=[O:52])=[CH:47][C:46]=3[CH:45]=[CH:44][CH:43]=2)[CH:39]=[CH:40][CH:41]=1.[CH3:62][O:63][CH2:64][C:65](O)=[O:66]. (4) Given the product [Cl:32][C:33]1[C:34]([N:62]2[CH2:63][CH2:64][N:65]([CH2:68][C:69]3[CH:70]=[N:71][CH:72]=[N:73][CH:74]=3)[CH2:66][CH2:67]2)=[C:35]2[N:41]=[C:40]([C:42]3[CH:61]=[CH:60][C:45]([CH2:46][N:47]4[CH2:52][CH2:51][NH:50][CH2:49][CH2:48]4)=[CH:44][CH:43]=3)[NH:39][C:36]2=[N:37][CH:38]=1, predict the reactants needed to synthesize it. The reactants are: BrC1C(N2CCN(CC3C=NC=CC=3)CC2)=C2N=C(C3C=CC(CN)=CC=3)NC2=NC=1.[Cl:32][C:33]1[C:34]([N:62]2[CH2:67][CH2:66][N:65]([CH2:68][C:69]3[CH:70]=[N:71][CH:72]=[N:73][CH:74]=3)[CH2:64][CH2:63]2)=[C:35]2[N:41]=[C:40]([C:42]3[CH:61]=[CH:60][C:45]([CH2:46][N:47]4[CH2:52][CH2:51][N:50](C(OC(C)(C)C)=O)[CH2:49][CH2:48]4)=[CH:44][CH:43]=3)[NH:39][C:36]2=[N:37][CH:38]=1.C(O)(C(F)(F)F)=O. (5) Given the product [CH3:20][CH:19]1[C@H:12]2[N:11]([CH3:10])[C@H:15]([CH2:14][CH2:13]2)[C:16](=[N:7][CH2:6][C:5]2[CH:4]=[CH:3][CH:2]=[CH:9][CH:8]=2)[CH2:17]1, predict the reactants needed to synthesize it. The reactants are: C[C:2]1[CH:9]=[CH:8][C:5]([CH2:6][NH2:7])=[CH:4][CH:3]=1.[CH3:10][N:11]1[CH:15]2[CH2:16][C:17]([CH2:19][CH:12]1[CH2:13][CH2:14]2)=O.[CH3:20]O. (6) Given the product [ClH:60].[ClH:60].[CH3:14][N:15]([CH3:29])[C:16]1([C:23]2[CH:24]=[CH:25][CH:26]=[CH:27][CH:28]=2)[CH2:17][CH2:18][CH:19]([N:2]2[CH2:3][CH2:4][C:5]3[C:6]4[C:11](=[CH:10][CH:9]=[CH:8][CH:7]=4)[NH:12][C:13]=3[CH2:1]2)[CH2:20][CH2:21]1, predict the reactants needed to synthesize it. The reactants are: [CH2:1]1[C:13]2[NH:12][C:11]3[C:6](=[CH:7][CH:8]=[CH:9][CH:10]=3)[C:5]=2[CH2:4][CH2:3][NH:2]1.[CH3:14][N:15]([CH3:29])[C:16]1([C:23]2[CH:28]=[CH:27][CH:26]=[CH:25][CH:24]=2)[CH2:21][CH2:20][C:19](=O)[CH2:18][CH2:17]1.C(O)(=O)C.[BH-](OC(C)=O)(OC(C)=O)OC(C)=O.[Na+].C1(N)C(F)=C(F)C(F)=C(N)C=1F.[ClH:60].Cl.Cl. (7) Given the product [NH:12]([C:2]1[CH:11]=[CH:10][C:5]([C:6]([O:8][CH3:9])=[O:7])=[CH:4][N:3]=1)[NH2:13], predict the reactants needed to synthesize it. The reactants are: F[C:2]1[CH:11]=[CH:10][C:5]([C:6]([O:8][CH3:9])=[O:7])=[CH:4][N:3]=1.[NH2:12][NH2:13]. (8) Given the product [F:1][C:2]1[CH:7]=[CH:6][C:5]([CH2:8][CH2:9][N:11]2[CH2:12][CH2:13][CH:14]([CH:17]([C:18]3[CH:23]=[CH:22][CH:21]=[C:20]([O:24][Si:25]([CH:26]([CH3:28])[CH3:27])([CH:32]([CH3:33])[CH3:34])[CH:29]([CH3:30])[CH3:31])[C:19]=3[O:35][CH3:36])[OH:37])[CH2:15][CH2:16]2)=[CH:4][CH:3]=1, predict the reactants needed to synthesize it. The reactants are: [F:1][C:2]1[CH:7]=[CH:6][C:5]([CH2:8][C:9]([N:11]2[CH2:16][CH2:15][CH:14]([C:17](=[O:37])[C:18]3[CH:23]=[CH:22][CH:21]=[C:20]([O:24][Si:25]([CH:32]([CH3:34])[CH3:33])([CH:29]([CH3:31])[CH3:30])[CH:26]([CH3:28])[CH3:27])[C:19]=3[O:35][CH3:36])[CH2:13][CH2:12]2)=O)=[CH:4][CH:3]=1. (9) Given the product [CH3:18][O:17][N:16]([CH3:15])[C:11]([C:9]1[CH:8]=[CH:7][CH:6]=[C:5]2[C:10]=1[CH:1]=[N:2][CH:3]=[CH:4]2)=[O:13], predict the reactants needed to synthesize it. The reactants are: [CH:1]1[C:10]2[C:5](=[CH:6][CH:7]=[CH:8][C:9]=2[C:11]([OH:13])=O)[CH:4]=[CH:3][N:2]=1.Cl.[CH3:15][NH:16][O:17][CH3:18].C1CCC(N=C=NC2CCCCC2)CC1.